From a dataset of Catalyst prediction with 721,799 reactions and 888 catalyst types from USPTO. Predict which catalyst facilitates the given reaction. (1) Reactant: Br[C:2]1[CH:7]=[CH:6][C:5]([CH2:8][CH2:9][CH2:10][C:11]2[CH:16]=[CH:15][CH:14]=[CH:13][CH:12]=2)=[CH:4][CH:3]=1.C([Li])CCC.[B:22](OC)([O:25]C)[O:23]C. Product: [C:11]1([CH2:10][CH2:9][CH2:8][C:5]2[CH:6]=[CH:7][C:2]([B:22]([OH:25])[OH:23])=[CH:3][CH:4]=2)[CH:16]=[CH:15][CH:14]=[CH:13][CH:12]=1. The catalyst class is: 7. (2) Reactant: [C:1]([C:4]1[CH:9]=[CH:8][CH:7]=[C:6]([C:10](=O)[CH3:11])[N:5]=1)(=[O:3])[CH3:2].[Cl:13][C:14]1[CH:20]=[C:19]([CH3:21])[CH:18]=[C:17]([CH3:22])[C:15]=1[NH2:16].C1(C)C=CC(S(O)(=O)=O)=CC=1.O. Product: [Cl:13][C:14]1[CH:20]=[C:19]([CH3:21])[CH:18]=[C:17]([CH3:22])[C:15]=1[N:16]=[C:10]([C:6]1[N:5]=[C:4]([C:1](=[O:3])[CH3:2])[CH:9]=[CH:8][CH:7]=1)[CH3:11]. The catalyst class is: 11. (3) Reactant: CN(C)C=[N:4][S:5]([C:8]1[S:9][C:10]2[CH:16]=[C:15]([O:17][CH2:18][C:19]#[CH:20])[CH:14]=[CH:13][C:11]=2[N:12]=1)(=[O:7])=[O:6].N. Product: [CH2:18]([O:17][C:15]1[CH:14]=[CH:13][C:11]2[N:12]=[C:8]([S:5]([NH2:4])(=[O:7])=[O:6])[S:9][C:10]=2[CH:16]=1)[C:19]#[CH:20]. The catalyst class is: 5. (4) Reactant: [Cl:1][C:2]1[CH:3]=[C:4]2[C:8](=[CH:9][CH:10]=1)[N:7]([S:11]([C:14]1[CH:19]=[CH:18][CH:17]=[CH:16][CH:15]=1)(=[O:13])=[O:12])[C:6]([C:20]([O:22][CH2:23][CH3:24])=[O:21])=[C:5]2[S:25](Cl)(=[O:27])=[O:26].CCOC(C)=O.[NH3:35]. Product: [Cl:1][C:2]1[CH:3]=[C:4]2[C:8](=[CH:9][CH:10]=1)[N:7]([S:11]([C:14]1[CH:19]=[CH:18][CH:17]=[CH:16][CH:15]=1)(=[O:13])=[O:12])[C:6]([C:20]([O:22][CH2:23][CH3:24])=[O:21])=[C:5]2[S:25]([NH2:35])(=[O:27])=[O:26]. The catalyst class is: 2. (5) Reactant: [CH2:1]([OH:5])[CH2:2][CH:3]=[CH2:4].N1C=CN=C1.[Si:11](Cl)([C:14]([CH3:17])([CH3:16])[CH3:15])([CH3:13])[CH3:12].[NH4+].[Cl-]. Product: [CH2:1]([O:5][Si:11]([C:14]([CH3:17])([CH3:16])[CH3:15])([CH3:13])[CH3:12])[CH2:2][CH:3]=[CH2:4]. The catalyst class is: 3. (6) Reactant: C(OC([N:8]1[CH2:12][CH:11]([O:13][C:14]2[CH:19]=[CH:18][C:17]([F:20])=[C:16]([F:21])[CH:15]=2)[CH:10]2[N:22]([C:25](=[O:48])[CH:26]([NH:31][C:32](=[O:47])[CH:33]([N:35]([C:37]([O:39][CH2:40][C:41]3[CH:46]=[CH:45][CH:44]=[CH:43][CH:42]=3)=[O:38])[CH3:36])[CH3:34])[C:27]([CH3:30])([CH3:29])[CH3:28])[CH2:23][CH2:24][CH:9]12)=O)(C)(C)C.C(O)(C(F)(F)F)=O. Product: [CH2:40]([O:39][C:37](=[O:38])[N:35]([CH:33]([C:32](=[O:47])[NH:31][CH:26]([C:25]([N:22]1[CH2:23][CH2:24][CH:9]2[NH:8][CH2:12][CH:11]([O:13][C:14]3[CH:19]=[CH:18][C:17]([F:20])=[C:16]([F:21])[CH:15]=3)[CH:10]12)=[O:48])[C:27]([CH3:28])([CH3:30])[CH3:29])[CH3:34])[CH3:36])[C:41]1[CH:46]=[CH:45][CH:44]=[CH:43][CH:42]=1. The catalyst class is: 2. (7) Reactant: C([O:3][C:4](=O)/[CH:5]=[CH:6]/[C:7]1[CH:12]=[C:11]([C:13]([F:16])([F:15])[F:14])[CH:10]=[CH:9][C:8]=1[C:17]([F:20])([F:19])[F:18])C.[H-].C([Al+]CC(C)C)C(C)C.CO.O. Product: [F:18][C:17]([F:19])([F:20])[C:8]1[CH:9]=[CH:10][C:11]([C:13]([F:14])([F:15])[F:16])=[CH:12][C:7]=1/[CH:6]=[CH:5]/[CH2:4][OH:3]. The catalyst class is: 2. (8) Reactant: [CH:1]([C:3]1[C:4]([NH:15][CH2:16][CH2:17][NH:18][C:19](=[O:21])[CH3:20])=[N:5][C:6]2[C:11]([CH:12]=1)=[CH:10][C:9]([O:13][CH3:14])=[CH:8][CH:7]=2)=[O:2]. Product: [OH:2][CH2:1][C:3]1[C:4]([NH:15][CH2:16][CH2:17][NH:18][C:19](=[O:21])[CH3:20])=[N:5][C:6]2[C:11]([CH:12]=1)=[CH:10][C:9]([O:13][CH3:14])=[CH:8][CH:7]=2. The catalyst class is: 1. (9) Reactant: [N+:1]([C:4]1[CH:5]=[C:6]([C:12]#[N:13])[C:7](=[CH:10][CH:11]=1)[C:8]#[N:9])([O-])=O. Product: [NH2:1][C:4]1[CH:5]=[C:6]([C:12]#[N:13])[C:7](=[CH:10][CH:11]=1)[C:8]#[N:9]. The catalyst class is: 50. (10) Reactant: C(=O)([O-])[O-].[K+].[K+].C([O:10][C@H:11]([CH3:35])[CH2:12][CH2:13][CH2:14][CH2:15][N:16]1[C:25](=[O:26])[C:24]2[N:23]([CH2:27][C:28]3[CH:33]=[CH:32][CH:31]=[CH:30][CH:29]=3)[CH:22]=[N:21][C:20]=2[N:19]([CH3:34])[C:17]1=[O:18])(=O)C. Product: [CH2:27]([N:23]1[C:24]2[C:25](=[O:26])[N:16]([CH2:15][CH2:14][CH2:13][CH2:12][C@H:11]([OH:10])[CH3:35])[C:17](=[O:18])[N:19]([CH3:34])[C:20]=2[N:21]=[CH:22]1)[C:28]1[CH:33]=[CH:32][CH:31]=[CH:30][CH:29]=1. The catalyst class is: 5.